From a dataset of Peptide-MHC class II binding affinity with 134,281 pairs from IEDB. Regression. Given a peptide amino acid sequence and an MHC pseudo amino acid sequence, predict their binding affinity value. This is MHC class II binding data. (1) The peptide sequence is DKGPGFVVTGRVYCD. The MHC is HLA-DPA10201-DPB10501 with pseudo-sequence HLA-DPA10201-DPB10501. The binding affinity (normalized) is 0.0452. (2) The peptide sequence is QMSIQLINKAVNALI. The MHC is DRB1_0101 with pseudo-sequence DRB1_0101. The binding affinity (normalized) is 1.00. (3) The peptide sequence is VFSPGRKNGSFIIDG. The MHC is HLA-DQA10303-DQB10402 with pseudo-sequence HLA-DQA10303-DQB10402. The binding affinity (normalized) is 0. (4) The peptide sequence is LITAAAVTLWENGASSVW. The MHC is DRB1_0301 with pseudo-sequence DRB1_0301. The binding affinity (normalized) is 0.0418. (5) The MHC is DRB1_0401 with pseudo-sequence DRB1_0401. The peptide sequence is RFYKTLRAEQAS. The binding affinity (normalized) is 0.395. (6) The peptide sequence is GIEVVWTNTPTKWDNSFLEI. The MHC is DRB5_0101 with pseudo-sequence DRB5_0101. The binding affinity (normalized) is 0.521. (7) The peptide sequence is LIEKINAGFKAALAA. The MHC is HLA-DQA10103-DQB10603 with pseudo-sequence HLA-DQA10103-DQB10603. The binding affinity (normalized) is 0.700.